From a dataset of Full USPTO retrosynthesis dataset with 1.9M reactions from patents (1976-2016). Predict the reactants needed to synthesize the given product. Given the product [CH3:28][C:21]1[CH:22]=[C:23]([CH3:27])[CH:24]=[C:25]([CH3:26])[C:20]=1[S:17]([NH:15][CH:14]([CH2:16][O:7][C:1]1[CH:6]=[CH:5][CH:4]=[CH:3][CH:2]=1)[C:13]([F:30])([F:12])[F:29])(=[O:18])=[O:19], predict the reactants needed to synthesize it. The reactants are: [C:1]1([OH:7])[CH:6]=[CH:5][CH:4]=[CH:3][CH:2]=1.[H-].[Na+].[H][H].[F:12][C:13]([F:30])([F:29])[CH:14]1[CH2:16][N:15]1[S:17]([C:20]1[C:25]([CH3:26])=[CH:24][C:23]([CH3:27])=[CH:22][C:21]=1[CH3:28])(=[O:19])=[O:18].